This data is from Reaction yield outcomes from USPTO patents with 853,638 reactions. The task is: Predict the reaction yield, written as a fraction of the theoretical maximum amount of product (1.0 means a 100% yield; for example, 0.34 means a 34% yield). The reactants are CC1(C)[C@@H]2CC[C@]1(CS([O:14][C@@:15]([C:31]1[CH:36]=[CH:35][C:34]([F:37])=[CH:33][C:32]=1[F:38])([C@H:22]([C:24]1[C:29]([F:30])=[CH:28][N:27]=[CH:26][N:25]=1)[CH3:23])[CH2:16][N:17]1[CH:21]=[N:20][CH:19]=[N:18]1)(=O)=O)C(=O)C2.CCO.C([O-])(=O)C.[Na+]. The catalyst is O. The product is [F:38][C:32]1[CH:33]=[C:34]([F:37])[CH:35]=[CH:36][C:31]=1[C@:15]([OH:14])([C@H:22]([C:24]1[C:29]([F:30])=[CH:28][N:27]=[CH:26][N:25]=1)[CH3:23])[CH2:16][N:17]1[CH:21]=[N:20][CH:19]=[N:18]1. The yield is 0.760.